Dataset: Forward reaction prediction with 1.9M reactions from USPTO patents (1976-2016). Task: Predict the product of the given reaction. (1) Given the reactants C[N:2](C)[CH:3]=[CH:4][C:5]([C:7]1[C:12](=[O:13])[C:11]([O:14][CH3:15])=[CH:10][N:9]([C:16]2[CH:21]=[CH:20][C:19]([N:22]3[CH:26]=[CH:25][CH:24]=[N:23]3)=[CH:18][C:17]=2[F:27])[N:8]=1)=O.[C:29]1([NH:35]N)[CH:34]=[CH:33][CH:32]=[CH:31][CH:30]=1.Cl, predict the reaction product. The product is: [F:27][C:17]1[CH:18]=[C:19]([N:22]2[CH:26]=[CH:25][CH:24]=[N:23]2)[CH:20]=[CH:21][C:16]=1[N:9]1[CH:10]=[C:11]([O:14][CH3:15])[C:12](=[O:13])[C:7]([C:5]2[N:35]([C:29]3[CH:34]=[CH:33][CH:32]=[CH:31][CH:30]=3)[N:2]=[CH:3][CH:4]=2)=[N:8]1. (2) Given the reactants [O:1]=[O+][O-].C(=[C:11]1[C:20]2[N:19]=[CH:18][CH:17]=[CH:16][C:15]=2[CH2:14][CH2:13][CH2:12]1)C1C=CC=CC=1.CSC, predict the reaction product. The product is: [N:19]1[C:20]2[C:11](=[O:1])[CH2:12][CH2:13][CH2:14][C:15]=2[CH:16]=[CH:17][CH:18]=1. (3) Given the reactants [I:1][C:2]1[CH:3]=[C:4]([CH:8]=[CH:9][C:10]=1[CH3:11])[C:5]([OH:7])=O.CCN(C(C)C)C(C)C.[CH3:21][C:22]1[N:23]=[CH:24][N:25]([C:27]2[CH:28]=[C:29]([CH:31]=[C:32]([C:34]([F:37])([F:36])[F:35])[CH:33]=2)[NH2:30])[CH:26]=1, predict the reaction product. The product is: [I:1][C:2]1[CH:3]=[C:4]([CH:8]=[CH:9][C:10]=1[CH3:11])[C:5]([NH:30][C:29]1[CH:31]=[C:32]([C:34]([F:35])([F:36])[F:37])[CH:33]=[C:27]([N:25]2[CH:26]=[C:22]([CH3:21])[N:23]=[CH:24]2)[CH:28]=1)=[O:7]. (4) The product is: [OH:26][C:4]1[C:9]2[C:8](=[CH:13][CH:12]=[C:11]([O:14][CH2:15][CH2:16][CH2:17][N:18]3[CH2:19][CH2:20][O:21][CH2:22][CH2:23]3)[N:10]=2)[N:7]=[CH:6][C:5]=1[C:24]#[N:25]. Given the reactants C(O[C:4](=[O:26])[C:5]([C:24]#[N:25])=[CH:6][NH:7][C:8]1[CH:9]=[N:10][C:11]([O:14][CH2:15][CH2:16][CH2:17][N:18]2[CH2:23][CH2:22][O:21][CH2:20][CH2:19]2)=[CH:12][CH:13]=1)C, predict the reaction product. (5) Given the reactants Cl[C:2]1[CH:7]=[CH:6][N:5]2[N:8]=[CH:9][C:10]([C:11]([O:13][CH2:14][CH3:15])=[O:12])=[C:4]2[N:3]=1.CC12CO[B-]([C:25]3[CH:30]=[CH:29][CH:28]=[CH:27][N:26]=3)(OC1)OC2.[Li+].C1(P(C2C=CC=CC=2)C2C=CC=CC=2)C=CC=CC=1, predict the reaction product. The product is: [N:26]1[CH:27]=[CH:28][CH:29]=[CH:30][C:25]=1[C:2]1[CH:7]=[CH:6][N:5]2[N:8]=[CH:9][C:10]([C:11]([O:13][CH2:14][CH3:15])=[O:12])=[C:4]2[N:3]=1. (6) Given the reactants [Cl:1][C:2]1[C:11]([O:12][CH2:13][C:14]2[CH:19]=[CH:18][C:17]([O:20][CH3:21])=[CH:16][CH:15]=2)=[C:10]([O:22][CH2:23][C:24]2[CH:29]=[CH:28][C:27]([O:30][CH3:31])=[CH:26][CH:25]=2)[CH:9]=[C:8]2[C:3]=1[C:4](=[O:37])[C:5]([C:34]([OH:36])=O)=[CH:6][N:7]2[CH2:32][CH3:33].CN(C(ON1N=NC2C=CC=NC1=2)=[N+](C)C)C.F[P-](F)(F)(F)(F)F.CCN(C(C)C)C(C)C.[N:71]1([CH2:76][CH2:77][NH2:78])[CH2:75][CH2:74][CH2:73][CH2:72]1, predict the reaction product. The product is: [Cl:1][C:2]1[C:11]([O:12][CH2:13][C:14]2[CH:19]=[CH:18][C:17]([O:20][CH3:21])=[CH:16][CH:15]=2)=[C:10]([O:22][CH2:23][C:24]2[CH:25]=[CH:26][C:27]([O:30][CH3:31])=[CH:28][CH:29]=2)[CH:9]=[C:8]2[C:3]=1[C:4](=[O:37])[C:5]([C:34]([NH:78][CH2:77][CH2:76][N:71]1[CH2:75][CH2:74][CH2:73][CH2:72]1)=[O:36])=[CH:6][N:7]2[CH2:32][CH3:33]. (7) Given the reactants [OH:1][CH2:2][CH2:3][C:4]1[C:12]([O:13][CH2:14][CH2:15][Si:16]([CH3:19])([CH3:18])[CH3:17])=[C:11]2[C:7]([CH2:8][O:9][C:10]2=[O:20])=[C:6]([CH3:21])[C:5]=1[O:22][CH3:23].[CH:24]([O:27][P:28]([CH2:34]Br)(=[O:33])[O:29][CH:30]([CH3:32])[CH3:31])([CH3:26])[CH3:25].CC(C)([O-])C.[Li+], predict the reaction product. The product is: [CH:30]([O:29][P:28]([CH2:34][O:1][CH2:2][CH2:3][C:4]1[C:12]([O:13][CH2:14][CH2:15][Si:16]([CH3:19])([CH3:18])[CH3:17])=[C:11]2[C:7](=[C:6]([CH3:21])[C:5]=1[O:22][CH3:23])[CH2:8][O:9][C:10]2=[O:20])(=[O:33])[O:27][CH:24]([CH3:26])[CH3:25])([CH3:32])[CH3:31]. (8) Given the reactants Cl.[NH2:2][OH:3].[Br:4][C:5]1[CH:6]=[CH:7][C:8]([O:13][CH2:14][CH:15]=[CH2:16])=[C:9]([CH:12]=1)[CH:10]=O.O1CCOCC1, predict the reaction product. The product is: [Br:4][C:5]1[CH:6]=[CH:7][C:8]([O:13][CH2:14][CH:15]=[CH2:16])=[C:9]([CH:12]=1)[CH:10]=[N:2][OH:3]. (9) Given the reactants CI.CN([CH2:6][C:7]1[N:11]2[CH:12]=[C:13]([N:26]3[CH:30]=[N:29][CH:28]=[N:27]3)[CH:14]=[C:15]([NH:16][CH2:17][C:18]3[C:23]([CH3:24])=[CH:22][CH:21]=[CH:20][C:19]=3[CH3:25])[C:10]2=[N:9][C:8]=1[CH3:31])C.C([OH:34])C, predict the reaction product. The product is: [CH3:24][C:23]1[CH:22]=[CH:21][CH:20]=[C:19]([CH3:25])[C:18]=1[CH2:17][NH:16][C:15]1[C:10]2[N:11]([C:7]([CH2:6][OH:34])=[C:8]([CH3:31])[N:9]=2)[CH:12]=[C:13]([N:26]2[CH:30]=[N:29][CH:28]=[N:27]2)[CH:14]=1.